Dataset: Full USPTO retrosynthesis dataset with 1.9M reactions from patents (1976-2016). Task: Predict the reactants needed to synthesize the given product. (1) Given the product [Cl:1][C:2]1[S:6][C:5]([C:7]2[N:8]=[C:9]([NH:12][S:22]([C:19]3[CH:20]=[CH:21][C:16]([CH2:13][CH2:14][CH3:15])=[CH:17][CH:18]=3)(=[O:24])=[O:23])[S:10][CH:11]=2)=[CH:4][CH:3]=1, predict the reactants needed to synthesize it. The reactants are: [Cl:1][C:2]1[S:6][C:5]([C:7]2[N:8]=[C:9]([NH2:12])[S:10][CH:11]=2)=[CH:4][CH:3]=1.[CH2:13]([C:16]1[CH:21]=[CH:20][C:19]([S:22](Cl)(=[O:24])=[O:23])=[CH:18][CH:17]=1)[CH2:14][CH3:15]. (2) The reactants are: C(O[C:5](=[O:7])C)(=O)C.C(O)=O.[F:11][C:12]1[CH:18]=[CH:17][CH:16]=[CH:15][C:13]=1[NH2:14]. Given the product [CH:5]([NH:14][C:13]1[CH:15]=[CH:16][CH:17]=[CH:18][C:12]=1[F:11])=[O:7], predict the reactants needed to synthesize it. (3) Given the product [Cl:22][C:23]1[CH:28]=[CH:27][CH:26]=[C:25]([Cl:29])[C:24]=1[NH:30][C:31]([NH:2][CH2:3][C:4]1[CH:5]=[C:6]2[C:10](=[CH:11][CH:12]=1)[C:9](=[O:13])[N:8]([CH:14]1[CH2:19][CH2:18][C:17](=[O:20])[NH:16][C:15]1=[O:21])[CH2:7]2)=[O:32], predict the reactants needed to synthesize it. The reactants are: Cl.[NH2:2][CH2:3][C:4]1[CH:5]=[C:6]2[C:10](=[CH:11][CH:12]=1)[C:9](=[O:13])[N:8]([CH:14]1[CH2:19][CH2:18][C:17](=[O:20])[NH:16][C:15]1=[O:21])[CH2:7]2.[Cl:22][C:23]1[CH:28]=[CH:27][CH:26]=[C:25]([Cl:29])[C:24]=1[N:30]=[C:31]=[O:32].C(N(CC)CC)C.Cl. (4) Given the product [F:15][C:16]1[CH:21]=[C:20]([C:22]2[NH:1][N:2]=[C:3]([C:4]3[CH:5]=[N:6][CH:7]=[CH:8][C:9]=3[C:10]([F:11])([F:12])[F:13])[N:14]=2)[CH:19]=[CH:18][C:17]=1[C:24]1[CH:25]=[CH:26][CH:27]=[CH:28][CH:29]=1, predict the reactants needed to synthesize it. The reactants are: [NH2:1][NH:2][C:3](=[NH:14])[C:4]1[C:9]([C:10]([F:13])([F:12])[F:11])=[CH:8][CH:7]=[N:6][CH:5]=1.[F:15][C:16]1[CH:21]=[C:20]([CH:22]=O)[CH:19]=[CH:18][C:17]=1[C:24]1[CH:29]=[CH:28][CH:27]=[CH:26][CH:25]=1.